This data is from Full USPTO retrosynthesis dataset with 1.9M reactions from patents (1976-2016). The task is: Predict the reactants needed to synthesize the given product. (1) Given the product [NH2:19][C:20]1[N:25]=[CH:24][N:23]=[C:22]2[N:26]([CH2:34][C:35]([N:15]3[CH2:14][CH2:13][N:12]([C:7]4[CH:8]=[C:9]([O:10][CH3:11])[C:4]([Cl:3])=[CH:5][C:6]=4[F:18])[CH2:17][CH2:16]3)=[O:36])[N:27]=[C:28]([C:29]3[NH:33][CH:32]=[CH:31][N:30]=3)[C:21]=12, predict the reactants needed to synthesize it. The reactants are: Cl.Cl.[Cl:3][C:4]1[C:9]([O:10][CH3:11])=[CH:8][C:7]([N:12]2[CH2:17][CH2:16][NH:15][CH2:14][CH2:13]2)=[C:6]([F:18])[CH:5]=1.[NH2:19][C:20]1[N:25]=[CH:24][N:23]=[C:22]2[N:26]([CH2:34][C:35](O)=[O:36])[N:27]=[C:28]([C:29]3[NH:30][CH:31]=[CH:32][N:33]=3)[C:21]=12.CN([P+](ON1N=NC2C=CC=CC1=2)(N(C)C)N(C)C)C.F[P-](F)(F)(F)(F)F.C(N(CC)C(C)C)(C)C. (2) Given the product [N:1]1([C:10]2[CH:15]=[CH:14][N:13]=[C:12]([NH:16][CH:17]3[CH2:18][CH2:19][C:20](=[O:21])[CH2:25][CH2:26]3)[N:11]=2)[C:5]2[CH:6]=[CH:7][CH:8]=[CH:9][C:4]=2[N:3]=[N:2]1, predict the reactants needed to synthesize it. The reactants are: [N:1]1([C:10]2[CH:15]=[CH:14][N:13]=[C:12]([NH:16][CH:17]3[CH2:26][CH2:25][C:20]4(OCC[O:21]4)[CH2:19][CH2:18]3)[N:11]=2)[C:5]2[CH:6]=[CH:7][CH:8]=[CH:9][C:4]=2[N:3]=[N:2]1.Cl.C([O-])(O)=O.[Na+]. (3) The reactants are: [C:1]([O-])([O-])=O.[K+].[K+].[CH2:7]([O:9][C:10](=[O:31])[CH2:11][CH2:12][CH2:13][CH2:14][CH2:15][CH2:16][N:17]([C:24]1[CH:29]=[C:28]([OH:30])[CH:27]=[CH:26][N:25]=1)[C:18]1[CH:23]=[CH:22][CH:21]=[CH:20][N:19]=1)[CH3:8].CI.CCOC(C)=O. Given the product [CH2:7]([O:9][C:10](=[O:31])[CH2:11][CH2:12][CH2:13][CH2:14][CH2:15][CH2:16][N:17]([C:24]1[CH:29]=[C:28]([O:30][CH3:1])[CH:27]=[CH:26][N:25]=1)[C:18]1[CH:23]=[CH:22][CH:21]=[CH:20][N:19]=1)[CH3:8], predict the reactants needed to synthesize it. (4) Given the product [CH3:17][O:18][C:19]1[CH:20]=[C:21]([CH:38]=[CH:39][C:40]=1[O:41][CH3:42])[CH2:22][CH:23]1[C:29]2[CH:30]=[C:31]([O:36][CH3:37])[C:32]([O:34][CH3:35])=[CH:33][C:28]=2[O:27][CH2:26][CH2:25][N:24]1[CH2:2][C:3]([NH:12][CH2:11][C:10]1[CH:13]=[CH:14][CH:15]=[CH:16][C:9]=1[O:8][CH2:6][CH3:7])=[O:4], predict the reactants needed to synthesize it. The reactants are: Br[CH2:2][C:3](Br)=[O:4].[CH2:6]([O:8][C:9]1[CH:16]=[CH:15][CH:14]=[CH:13][C:10]=1[CH2:11][NH2:12])[CH3:7].[CH3:17][O:18][C:19]1[CH:20]=[C:21]([CH:38]=[CH:39][C:40]=1[O:41][CH3:42])[CH2:22][CH:23]1[C:29]2[CH:30]=[C:31]([O:36][CH3:37])[C:32]([O:34][CH3:35])=[CH:33][C:28]=2[O:27][CH2:26][CH2:25][NH:24]1. (5) Given the product [Cl:8][C:9]1[CH:14]=[CH:13][C:12]([C:15]2[C:16]([C@@H:21]([NH:31][C:51](=[O:52])[CH2:50][C:45]3[C:44]4[C:48](=[CH:49][C:41]([CH2:40][NH:39][C:37](=[O:38])[O:36][C:32]([CH3:33])([CH3:34])[CH3:35])=[CH:42][CH:43]=4)[NH:47][CH:46]=3)[CH2:22][C:23]3[CH:28]=[C:27]([F:29])[CH:26]=[C:25]([F:30])[CH:24]=3)=[N:17][CH:18]=[CH:19][CH:20]=2)=[CH:11][CH:10]=1, predict the reactants needed to synthesize it. The reactants are: FC(F)(F)C(O)=O.[Cl:8][C:9]1[CH:14]=[CH:13][C:12]([C:15]2[C:16]([C@@H:21]([NH2:31])[CH2:22][C:23]3[CH:28]=[C:27]([F:29])[CH:26]=[C:25]([F:30])[CH:24]=3)=[N:17][CH:18]=[CH:19][CH:20]=2)=[CH:11][CH:10]=1.[C:32]([O:36][C:37]([NH:39][CH2:40][C:41]1[CH:49]=[C:48]2[C:44]([C:45]([CH2:50][C:51](O)=[O:52])=[CH:46][NH:47]2)=[CH:43][CH:42]=1)=[O:38])([CH3:35])([CH3:34])[CH3:33]. (6) Given the product [CH3:1][O:2][C:3]1[CH:4]=[CH:5][C:6]2[N:11]=[CH:10][C:9](=[O:12])[N:8]([C:13]3[N:22]=[CH:21][C:20]4[CH2:19][CH:18]([NH:23][C:24](=[O:30])[O:25][C:26]([CH3:27])([CH3:29])[CH3:28])[CH2:17][CH2:16][C:15]=4[N:14]=3)[C:7]=2[N:31]=1, predict the reactants needed to synthesize it. The reactants are: [CH3:1][O:2][C:3]1[CH:4]=[CH:5][C:6]2[NH:11][CH2:10][C:9](=[O:12])[N:8]([C:13]3[N:22]=[CH:21][C:20]4[CH2:19][CH:18]([NH:23][C:24](=[O:30])[O:25][C:26]([CH3:29])([CH3:28])[CH3:27])[CH2:17][CH2:16][C:15]=4[N:14]=3)[C:7]=2[N:31]=1. (7) Given the product [Cl-:34].[CH3:28][CH:27]([CH3:29])[CH2:26][C:25]([O:24][C:13]1[CH:12]=[C:11]([CH2:10][C@H:9]([NH3+:8])[C:31](=[O:33])[NH2:32])[CH:16]=[CH:15][C:14]=1[O:17][C:18](=[O:23])[CH2:19][CH:20]([CH3:21])[CH3:22])=[O:30], predict the reactants needed to synthesize it. The reactants are: C(OC([NH:8][C@H:9]([C:31](=[O:33])[NH2:32])[CH2:10][C:11]1[CH:16]=[CH:15][C:14]([O:17][C:18](=[O:23])[CH2:19][CH:20]([CH3:22])[CH3:21])=[C:13]([O:24][C:25](=[O:30])[CH2:26][CH:27]([CH3:29])[CH3:28])[CH:12]=1)=O)(C)(C)C.[ClH:34].O1CCOCC1. (8) Given the product [CH:33]1([NH:32][C:28]2[N:27]=[C:26]([C:25]3[C:24]([C:38]4[CH:39]=[CH:40][C:41]([O:44][CH3:45])=[CH:42][CH:43]=4)=[N:23][N:22]4[C:17]([NH:16][CH2:15][CH2:14][CH2:13][CH2:12][NH:11][C:9]([NH2:10])=[NH:8])=[CH:18][CH:19]=[CH:20][C:21]=34)[CH:31]=[CH:30][N:29]=2)[CH2:37][CH2:36][CH2:35][CH2:34]1, predict the reactants needed to synthesize it. The reactants are: C(OC([NH:8][C:9]([N:11](C(OC(C)(C)C)=O)[CH2:12][CH2:13][CH2:14][CH2:15][NH:16][C:17]1[N:22]2[N:23]=[C:24]([C:38]3[CH:43]=[CH:42][C:41]([O:44][CH3:45])=[CH:40][CH:39]=3)[C:25]([C:26]3[CH:31]=[CH:30][N:29]=[C:28]([NH:32][CH:33]4[CH2:37][CH2:36][CH2:35][CH2:34]4)[N:27]=3)=[C:21]2[CH:20]=[CH:19][CH:18]=1)=[NH:10])=O)(C)(C)C.FC(F)(F)C(O)=O.